From a dataset of Forward reaction prediction with 1.9M reactions from USPTO patents (1976-2016). Predict the product of the given reaction. (1) Given the reactants C(OC([N:8]1[CH2:13][CH2:12][CH2:11][CH2:10][CH:9]1[CH2:14][CH2:15][C:16]([OH:18])=[O:17])=O)(C)(C)C.[ClH:19], predict the reaction product. The product is: [ClH:19].[NH:8]1[CH2:13][CH2:12][CH2:11][CH2:10][CH:9]1[CH2:14][CH2:15][C:16]([OH:18])=[O:17]. (2) Given the reactants [Br:1][C:2]1[CH:7]=[CH:6][C:5]([C:8]2[N:12]([CH:13]3[CH2:15][CH2:14]3)[C:11](=[O:16])[NH:10][CH:9]=2)=[CH:4][CH:3]=1.Cl[CH2:18][C:19]([O:21][CH2:22][CH3:23])=[O:20].C(=O)([O-])[O-].[K+].[K+], predict the reaction product. The product is: [Br:1][C:2]1[CH:3]=[CH:4][C:5]([C:8]2[N:12]([CH:13]3[CH2:14][CH2:15]3)[C:11](=[O:16])[N:10]([CH2:18][C:19]([O:21][CH2:22][CH3:23])=[O:20])[CH:9]=2)=[CH:6][CH:7]=1. (3) Given the reactants [F:1][C:2]1[CH:7]=[CH:6][C:5]([CH2:8][NH:9][C:10]([C:12]2[N:13]=[C:14]3[C:20]4([CH2:25][CH2:24][O:23][CH2:22][CH2:21]4)[CH2:19][O:18][CH2:17][CH2:16][N:15]3[C:26](=[O:29])[C:27]=2[OH:28])=[O:11])=[C:4]([N:30]2[CH:34]=[N:33][C:32]([CH2:35][OH:36])=[N:31]2)[CH:3]=1.[CH2:37](N(CC)CC)C.S(Cl)(C)(=O)=O, predict the reaction product. The product is: [F:1][C:2]1[CH:7]=[CH:6][C:5]([CH2:8][NH:9][C:10]([C:12]2[N:13]=[C:14]3[C:20]4([CH2:25][CH2:24][O:23][CH2:22][CH2:21]4)[CH2:19][O:18][CH2:17][CH2:16][N:15]3[C:26](=[O:29])[C:27]=2[OH:28])=[O:11])=[C:4]([N:30]2[CH:34]=[N:33][C:32]([CH2:35][O:36][CH3:37])=[N:31]2)[CH:3]=1.